Dataset: Full USPTO retrosynthesis dataset with 1.9M reactions from patents (1976-2016). Task: Predict the reactants needed to synthesize the given product. Given the product [CH2:34]([O:33][C:31]([N:17]([C:12]1[CH:13]=[CH:14][CH:15]=[CH:16][C:11]=1[CH2:10][N:5]1[CH2:4][CH2:3][CH:2]([CH3:1])[CH2:8][O:7][C:6]1=[O:9])[S:18]([C:21]([F:24])([F:22])[F:23])(=[O:20])=[O:19])=[O:32])[CH:35]([CH3:37])[CH3:36], predict the reactants needed to synthesize it. The reactants are: [CH3:1][CH:2]1[CH2:8][O:7][C:6](=[O:9])[N:5]([CH2:10][C:11]2[CH:16]=[CH:15][CH:14]=[CH:13][C:12]=2[NH:17][S:18]([C:21]([F:24])([F:23])[F:22])(=[O:20])=[O:19])[CH2:4][CH2:3]1.C(=O)([O-])O.[Na+].Cl[C:31]([O:33][CH2:34][CH:35]([CH3:37])[CH3:36])=[O:32].O.